Dataset: Full USPTO retrosynthesis dataset with 1.9M reactions from patents (1976-2016). Task: Predict the reactants needed to synthesize the given product. (1) The reactants are: Cl.[CH2:2]1[C:5]2([CH2:9][C:8]([C@H:10]3[CH2:15][CH2:14][C@H:13]([C:16]([O:18][CH3:19])=[O:17])[CH2:12][CH2:11]3)=[N:7][O:6]2)[CH2:4][NH:3]1.[Cl:20][C:21]1[CH:26]=[C:25]([CH:27]=O)[CH:24]=[C:23]([O:29][CH2:30][CH3:31])[C:22]=1[C:32]1[CH:37]=[CH:36][C:35]([F:38])=[CH:34][CH:33]=1. Given the product [Cl:20][C:21]1[CH:26]=[C:25]([CH2:27][N:3]2[CH2:4][C:5]3([CH2:9][C:8]([C@H:10]4[CH2:11][CH2:12][C@H:13]([C:16]([O:18][CH3:19])=[O:17])[CH2:14][CH2:15]4)=[N:7][O:6]3)[CH2:2]2)[CH:24]=[C:23]([O:29][CH2:30][CH3:31])[C:22]=1[C:32]1[CH:33]=[CH:34][C:35]([F:38])=[CH:36][CH:37]=1, predict the reactants needed to synthesize it. (2) Given the product [CH2:13]([O:12][C:10]([NH:9][C@H:4]([CH2:3][NH:2][C:31](=[O:32])[CH2:30][CH2:29][CH2:28][Cl:27])[C:5]([O:7][CH3:8])=[O:6])=[O:11])[C:14]1[CH:15]=[CH:16][CH:17]=[CH:18][CH:19]=1, predict the reactants needed to synthesize it. The reactants are: Cl.[NH2:2][CH2:3][C@@H:4]([NH:9][C:10]([O:12][CH2:13][C:14]1[CH:19]=[CH:18][CH:17]=[CH:16][CH:15]=1)=[O:11])[C:5]([O:7][CH3:8])=[O:6].CCN(CC)CC.[Cl:27][CH2:28][CH2:29][CH2:30][C:31](Cl)=[O:32]. (3) The reactants are: [Cl:1][C:2]1[CH:7]=[CH:6][CH:5]=[CH:4][C:3]=1[N:8]1[C:12]([C:13]2[O:14]C=CC=2)=[CH:11][C:10]([C:18]([F:21])([F:20])[F:19])=[N:9]1.O.P([O-])(O)(O)=[O:24].[Na+].Cl([O-])=O.[Na+].[OH-].[Na+].Cl. Given the product [Cl:1][C:2]1[CH:7]=[CH:6][CH:5]=[CH:4][C:3]=1[N:8]1[C:12]([C:13]([OH:14])=[O:24])=[CH:11][C:10]([C:18]([F:21])([F:20])[F:19])=[N:9]1, predict the reactants needed to synthesize it. (4) Given the product [CH3:43][N:38]1[C:39]2[C@@:34]([CH3:45])([C@H:33]3[CH2:32][CH2:31][C@@:30]4([CH3:46])[C@@H:29]([CH2:28][CH:27]=[C:26]4[C:6]4[CH:11]=[N:10][CH:9]=[CH:8][N:7]=4)[C@@H:42]3[CH2:41][CH:40]=2)[CH2:35][CH2:36][C:37]1=[O:44], predict the reactants needed to synthesize it. The reactants are: C([Sn](CCCC)(CCCC)[C:6]1[CH:11]=[N:10][CH:9]=[CH:8][N:7]=1)CCC.FC(F)(F)S(O[C:26]1[C@@:30]2([CH3:46])[CH2:31][CH2:32][C@H:33]3[C@H:42]([C@@H:29]2[CH2:28][CH:27]=1)[CH2:41][CH:40]=[C:39]1[C@:34]3([CH3:45])[CH2:35][CH2:36][C:37](=[O:44])[N:38]1[CH3:43])(=O)=O. (5) Given the product [NH2:20][C:21]1[C:26]([C:27]#[N:28])=[C:25]([NH:12][CH:10]([C:8]2[N:7]([C:13]3[CH:18]=[CH:17][N:16]=[CH:15][CH:14]=3)[C:6]3[CH:19]=[C:2]([F:1])[CH:3]=[CH:4][C:5]=3[N:9]=2)[CH3:11])[N:24]=[CH:23][N:22]=1, predict the reactants needed to synthesize it. The reactants are: [F:1][C:2]1[CH:3]=[CH:4][C:5]2[N:9]=[C:8]([CH:10]([NH2:12])[CH3:11])[N:7]([C:13]3[CH:18]=[CH:17][N:16]=[CH:15][CH:14]=3)[C:6]=2[CH:19]=1.[NH2:20][C:21]1[C:26]([C:27]#[N:28])=[C:25](Cl)[N:24]=[CH:23][N:22]=1.CCN(C(C)C)C(C)C. (6) Given the product [Cl:68][C:65]1[CH:66]=[CH:67][C:62]([C:57]2[CH:58]=[CH:59][CH:60]=[CH:61][C:56]=2[C@H:54]([OH:55])[CH:51]2[CH2:50][CH2:49][N:48]([C:45]3[CH:46]=[CH:47][C:42]([C:41]([NH:40][S:37]([C:34]4[CH:35]=[CH:36][C:31]([NH:30][C@H:21]([CH2:20][CH2:19][N:18]([CH2:77][CH3:78])[CH2:17][CH2:16][OH:15])[CH2:22][S:23][C:24]5[CH:29]=[CH:28][CH:27]=[CH:26][CH:25]=5)=[C:32]([S:70]([C:73]([F:74])([F:75])[F:76])(=[O:71])=[O:72])[CH:33]=4)(=[O:38])=[O:39])=[O:69])=[CH:43][CH:44]=3)[CH2:53][CH2:52]2)=[CH:63][CH:64]=1, predict the reactants needed to synthesize it. The reactants are: Cl.O1CCOCC1.[Si]([O:15][CH2:16][CH2:17][N:18]([CH2:77][CH3:78])[CH2:19][CH2:20][C@@H:21]([NH:30][C:31]1[CH:36]=[CH:35][C:34]([S:37]([NH:40][C:41](=[O:69])[C:42]2[CH:47]=[CH:46][C:45]([N:48]3[CH2:53][CH2:52][CH:51]([C@H:54]([C:56]4[CH:61]=[CH:60][CH:59]=[CH:58][C:57]=4[C:62]4[CH:67]=[CH:66][C:65]([Cl:68])=[CH:64][CH:63]=4)[OH:55])[CH2:50][CH2:49]3)=[CH:44][CH:43]=2)(=[O:39])=[O:38])=[CH:33][C:32]=1[S:70]([C:73]([F:76])([F:75])[F:74])(=[O:72])=[O:71])[CH2:22][S:23][C:24]1[CH:29]=[CH:28][CH:27]=[CH:26][CH:25]=1)(C(C)(C)C)(C)C. (7) Given the product [C:20]([C:17]1[CH:18]=[CH:19][C:14]([CH2:13][NH:12][C:10](=[O:11])[CH:9]([C:5]2[C:6]([F:8])=[CH:7][C:2]([B:26]3[O:30][C:29]([CH3:32])([CH3:31])[C:28]([CH3:34])([CH3:33])[O:27]3)=[CH:3][C:4]=2[F:25])[O:22][CH2:23][CH3:24])=[CH:15][CH:16]=1)#[N:21], predict the reactants needed to synthesize it. The reactants are: Br[C:2]1[CH:7]=[C:6]([F:8])[C:5]([CH:9]([O:22][CH2:23][CH3:24])[C:10]([NH:12][CH2:13][C:14]2[CH:19]=[CH:18][C:17]([C:20]#[N:21])=[CH:16][CH:15]=2)=[O:11])=[C:4]([F:25])[CH:3]=1.[B:26]1([B:26]2[O:30][C:29]([CH3:32])([CH3:31])[C:28]([CH3:34])([CH3:33])[O:27]2)[O:30][C:29]([CH3:32])([CH3:31])[C:28]([CH3:34])([CH3:33])[O:27]1.C([O-])(=O)C.[K+]. (8) Given the product [C:44]([O:48][C@@H:49]([C:54]1[C:79]([CH3:80])=[CH:78][C:57]2[N:58]=[C:59]([N:61]3[CH:66]=[C:65]([C:67]4[CH:68]=[C:69]5[C:73](=[CH:74][CH:75]=4)[N:72]([CH3:76])[N:71]=[CH:70]5)[CH:64]=[CH:63][C:62]3=[O:77])[S:60][C:56]=2[C:55]=1[C:81]1[CH:82]=[CH:83][C:84]([Cl:87])=[CH:85][CH:86]=1)[C:50]([OH:52])=[O:51])([CH3:47])([CH3:45])[CH3:46], predict the reactants needed to synthesize it. The reactants are: C(O[C@@H](C1C(C)=CC2N=C(N3C=CC=C(C4C=C5C(=CC=4)N(C)N=C5)C3=O)SC=2C=1C1C=CC(Cl)=CC=1)C(O)=O)(C)(C)C.[C:44]([O:48][C@@H:49]([C:54]1[C:79]([CH3:80])=[CH:78][C:57]2[N:58]=[C:59]([N:61]3[CH:66]=[C:65]([C:67]4[CH:68]=[C:69]5[C:73](=[CH:74][CH:75]=4)[N:72]([CH3:76])[N:71]=[CH:70]5)[CH:64]=[CH:63][C:62]3=[O:77])[S:60][C:56]=2[C:55]=1[C:81]1[CH:86]=[CH:85][C:84]([Cl:87])=[CH:83][CH:82]=1)[C:50]([O:52]C)=[O:51])([CH3:47])([CH3:46])[CH3:45]. (9) Given the product [O:5]=[CH:7][CH2:8][CH2:9][CH2:10][CH2:11][CH2:12][C:13]#[N:14], predict the reactants needed to synthesize it. The reactants are: C[N+]([O-:5])(C)C.Br[CH2:7][CH2:8][CH2:9][CH2:10][CH2:11][CH2:12][C:13]#[N:14]. (10) Given the product [Br:1][C:2]1[CH:3]=[N:4][C:5]2[N:6]([N:8]=[C:9]([C:11]([N:23]3[CH2:22][CH2:21][C:20]4[C:25](=[C:16]([O:15][CH3:14])[CH:17]=[CH:18][CH:19]=4)[N:24]3[CH3:26])=[O:13])[CH:10]=2)[CH:7]=1, predict the reactants needed to synthesize it. The reactants are: [Br:1][C:2]1[CH:3]=[N:4][C:5]2[N:6]([N:8]=[C:9]([C:11]([OH:13])=O)[CH:10]=2)[CH:7]=1.[CH3:14][O:15][C:16]1[CH:17]=[CH:18][CH:19]=[C:20]2[C:25]=1[N:24]([CH3:26])[NH:23][CH2:22][CH2:21]2.